From a dataset of Reaction yield outcomes from USPTO patents with 853,638 reactions. Predict the reaction yield, written as a fraction of the theoretical maximum amount of product (1.0 means a 100% yield; for example, 0.34 means a 34% yield). (1) The reactants are [F:1][C:2]([F:22])([F:21])[C:3]1[CH:20]=[CH:19][C:6]([CH2:7][NH:8][CH2:9][C:10]2[CH:11]=[C:12]([O:17][CH3:18])[CH:13]=[CH:14][C:15]=2[Br:16])=[CH:5][CH:4]=1.[C:23](O[C:23]([O:25][C:26]([CH3:29])([CH3:28])[CH3:27])=[O:24])([O:25][C:26]([CH3:29])([CH3:28])[CH3:27])=[O:24]. The catalyst is C1COCC1. The product is [C:26]([O:25][C:23]([N:8]([CH2:9][C:10]1[CH:11]=[C:12]([O:17][CH3:18])[CH:13]=[CH:14][C:15]=1[Br:16])[CH2:7][C:6]1[CH:19]=[CH:20][C:3]([C:2]([F:1])([F:21])[F:22])=[CH:4][CH:5]=1)=[O:24])([CH3:29])([CH3:28])[CH3:27]. The yield is 0.950. (2) The catalyst is C(Cl)Cl. The reactants are [C:1]1([S:7]([N:10]2[C:14]3[N:15]=[N:16][C:17]([CH2:19][CH2:20][CH2:21][CH2:22][N:23]4[CH:27]=[C:26]([C:28]([O:30][CH3:31])=[O:29])[N:25]=[N:24]4)=[CH:18][C:13]=3[CH:12]=[CH:11]2)(=[O:9])=[O:8])[CH:6]=[CH:5][CH:4]=[CH:3][CH:2]=1.[Br:32]Br. The yield is 0.730. The product is [Br:32][C:12]1[C:13]2[CH:18]=[C:17]([CH2:19][CH2:20][CH2:21][CH2:22][N:23]3[CH:27]=[C:26]([C:28]([O:30][CH3:31])=[O:29])[N:25]=[N:24]3)[N:16]=[N:15][C:14]=2[N:10]([S:7]([C:1]2[CH:6]=[CH:5][CH:4]=[CH:3][CH:2]=2)(=[O:9])=[O:8])[CH:11]=1. (3) The reactants are [Br:1][C:2]1[CH:20]=[CH:19][C:5]2[CH2:6][C:7](=[O:18])[C:8]3[CH:16]=[C:15]([Cl:17])[CH:14]=[CH:13][C:9]=3[NH:10][C:11](=O)[C:4]=2[CH:3]=1.CSC. The catalyst is C1COCC1. The product is [Br:1][C:2]1[CH:20]=[CH:19][C:5]2[CH2:6][CH:7]([OH:18])[C:8]3[CH:16]=[C:15]([Cl:17])[CH:14]=[CH:13][C:9]=3[NH:10][CH2:11][C:4]=2[CH:3]=1. The yield is 0.440. (4) The reactants are [F:1][C:2]1[C:10]([C:11]2[CH:16]=[CH:15][C:14]([C:17]3([CH2:20][OH:21])[CH2:19][CH2:18]3)=[CH:13][CH:12]=2)=[C:9]([F:22])[CH:8]=[C:7]2[C:3]=1[C:4]([CH:23]=[O:24])=[CH:5][NH:6]2.Cl([O-])=[O:26].[Na+].S([O-])([O-])(=O)=O.[Na+].[Na+]. The catalyst is C(#N)C.C(O)(C)(C)C.CC(=CC)C.O. The product is [F:1][C:2]1[C:10]([C:11]2[CH:12]=[CH:13][C:14]([C:17]3([CH2:20][OH:21])[CH2:18][CH2:19]3)=[CH:15][CH:16]=2)=[C:9]([F:22])[CH:8]=[C:7]2[C:3]=1[C:4]([C:23]([OH:26])=[O:24])=[CH:5][NH:6]2. The yield is 0.240. (5) The reactants are C(OC(=O)[NH:7][CH2:8][CH:9]1[CH2:13][CH2:12][N:11]([C:14](=[O:29])[CH2:15][CH:16]([C:23]2[CH:28]=[CH:27][CH:26]=[CH:25][CH:24]=2)[C:17]2[CH:22]=[CH:21][CH:20]=[CH:19][CH:18]=2)[CH2:10]1)(C)(C)C.C(O)(C(F)(F)F)=O. The catalyst is C(Cl)Cl. The product is [NH2:7][CH2:8][CH:9]1[CH2:13][CH2:12][N:11]([C:14](=[O:29])[CH2:15][CH:16]([C:17]2[CH:18]=[CH:19][CH:20]=[CH:21][CH:22]=2)[C:23]2[CH:24]=[CH:25][CH:26]=[CH:27][CH:28]=2)[CH2:10]1. The yield is 1.00. (6) The reactants are [CH2:1]([CH:3]([C:6]1[C:7]2[N:8]([CH:16]=[C:17]([CH3:19])[N:18]=2)[N:9]=[C:10]([C:12]([F:15])([F:14])[F:13])[CH:11]=1)[CH2:4][CH3:5])[CH3:2].C1C(=O)N([I:27])C(=O)C1. The catalyst is CC#N.CCOC(C)=O. The product is [CH2:1]([CH:3]([C:6]1[C:7]2[N:8]([C:16]([I:27])=[C:17]([CH3:19])[N:18]=2)[N:9]=[C:10]([C:12]([F:13])([F:15])[F:14])[CH:11]=1)[CH2:4][CH3:5])[CH3:2]. The yield is 0.980.